From a dataset of Forward reaction prediction with 1.9M reactions from USPTO patents (1976-2016). Predict the product of the given reaction. Given the reactants [CH2:1]([CH:8]1[CH2:13][CH2:12][N:11]([C:14](=[O:18])[C:15]([OH:17])=O)[CH2:10][CH2:9]1)[C:2]1[CH:7]=[CH:6][CH:5]=[CH:4][CH:3]=1.[NH2:19][C:20]1[CH:25]=[CH:24][C:23]([OH:26])=[CH:22][CH:21]=1, predict the reaction product. The product is: [CH2:1]([CH:8]1[CH2:9][CH2:10][N:11]([C:14](=[O:18])[C:15]([NH:19][C:20]2[CH:25]=[CH:24][C:23]([OH:26])=[CH:22][CH:21]=2)=[O:17])[CH2:12][CH2:13]1)[C:2]1[CH:3]=[CH:4][CH:5]=[CH:6][CH:7]=1.